Dataset: Experimentally validated miRNA-target interactions with 360,000+ pairs, plus equal number of negative samples. Task: Binary Classification. Given a miRNA mature sequence and a target amino acid sequence, predict their likelihood of interaction. (1) The miRNA is hsa-miR-3907 with sequence AGGUGCUCCAGGCUGGCUCACA. The protein sequence of the target gene is MDSDMDYERPNVETIKCVVVGDNAVGKTRLICARACNTTLTQYQLLATHVPTVWAIDQYRVCQEVLERSRDVVDEVSISLRLWDTFGDHHKDRRFAYGRSDVVVLCFSIANPNSLNHVKTMWYQEIKHFCPRTPVVLVGCQLDLRYADLEAVNRARRPLARPIKRGDILPPEKGREVAKELGIPYYETSVFDQFGIKDVFDNAIRAALISRRHLQFWKSHLKKVQKPLLQAPFLPPKAPPPVIKVPECPSAGTSDAACLLDNPLCADVLFVLHDEEHIFAHRIYLATSSSKFYDLFLMEC.... Result: 0 (no interaction). (2) The miRNA is hsa-miR-548u with sequence CAAAGACUGCAAUUACUUUUGCG. The protein sequence of the target gene is MTDSEHAGHDREDGELEDGEIDDAGFEEIQEKEAKENEKQKSEKAYRKSRKKHKKEREKKKSKRRKREKHKHNSPSSDDSSDYSLDSDVEHTESSHKKRTGFYRDYDIPFTQRGHISGSYITSKKGQHNKKFKSKEYDEYSTYSDDNFGNYSDDNFGNYGQETEEDFANQLKQYRQAKETSNIALGSSFSKESGKKQRMKGVQQGIEQRVKSFNVGRGRGLPKKIKRKERGGRTNKGPNVFSVSDDFQEYNKPGKKWKVMTQEFINQHTVEHKGKQICKYFLEGRCIKGDQCKFDHDAEL.... Result: 0 (no interaction). (3) The miRNA is ath-miR859 with sequence UCUCUCUGUUGUGAAGUCAAA. The protein sequence of the target gene is MSSGASASALQRLVEQLKLEAGVERIKVSQAAAELQQYCMQNACKDALLVGVPAGSNPFREPRSCALL. Result: 0 (no interaction). (4) The miRNA is mmu-miR-466m-5p with sequence UGUGUGCAUGUGCAUGUGUGUAU. The protein sequence of the target gene is MELVQVLKRGLQQITGHGGLRGYLRVFFRTNDAKVGTLVGEDKYGNKYYEDNKQFFGRHRWVVYTTEMNGKNTFWDVDGSMVPPEWHRWLHSMTDDPPTTKPLTARKFIWTNHKFNVTGTPEQYVPYSTTRKKIQEWIPPSTPYK. Result: 0 (no interaction).